This data is from Forward reaction prediction with 1.9M reactions from USPTO patents (1976-2016). The task is: Predict the product of the given reaction. (1) The product is: [OH:20][NH:19][C:11](=[O:12])[C:10]1[CH:15]=[CH:16][CH:17]=[CH:18][C:9]=1[C:8]#[C:7][C:1]1[CH:6]=[CH:5][CH:4]=[CH:3][CH:2]=1. Given the reactants [C:1]1([C:7]#[C:8][C:9]2[CH:18]=[CH:17][CH:16]=[CH:15][C:10]=2[C:11](OC)=[O:12])[CH:6]=[CH:5][CH:4]=[CH:3][CH:2]=1.[NH2:19][OH:20].[OH-].[K+], predict the reaction product. (2) Given the reactants [Cl:1][C:2]1[CH:3]=[C:4]2[C:8](=[CH:9][CH:10]=1)[N:7]([CH3:11])[C:6]([C:12]([OH:14])=O)=[C:5]2[CH3:15].C[O:17][C:18](=[O:38])[CH2:19][CH2:20][C:21]1[CH:26]=[CH:25][C:24]([O:27][C:28]2[CH:33]=[CH:32][CH:31]=[C:30]([C@H:34]([NH2:36])[CH3:35])[CH:29]=2)=[CH:23][C:22]=1[CH3:37], predict the reaction product. The product is: [Cl:1][C:2]1[CH:3]=[C:4]2[C:8](=[CH:9][CH:10]=1)[N:7]([CH3:11])[C:6]([C:12]([NH:36][C@@H:34]([C:30]1[CH:29]=[C:28]([CH:33]=[CH:32][CH:31]=1)[O:27][C:24]1[CH:25]=[CH:26][C:21]([CH2:20][CH2:19][C:18]([OH:38])=[O:17])=[C:22]([CH3:37])[CH:23]=1)[CH3:35])=[O:14])=[C:5]2[CH3:15]. (3) Given the reactants [O:1]1[C:9]2[CH2:8][CH2:7][NH:6][CH2:5][C:4]=2[CH:3]=[CH:2]1.[CH2:10]([O:12][C:13](=[O:31])[C:14]([CH3:30])([CH3:29])[CH2:15][CH2:16][CH2:17][CH2:18][CH2:19][CH:20](Br)[C:21]1[CH:26]=[CH:25][CH:24]=[CH:23][C:22]=1[Cl:27])[CH3:11].C(=O)([O-])[O-].[K+].[K+], predict the reaction product. The product is: [CH2:10]([O:12][C:13](=[O:31])[C:14]([CH3:30])([CH3:29])[CH2:15][CH2:16][CH2:17][CH2:18][CH2:19][CH:20]([C:21]1[CH:26]=[CH:25][CH:24]=[CH:23][C:22]=1[Cl:27])[N:6]1[CH2:7][CH2:8][C:9]2[O:1][CH:2]=[CH:3][C:4]=2[CH2:5]1)[CH3:11]. (4) The product is: [Cl:1][C:2]1[CH:3]=[C:4]([C:17]2[N:18]=[C:19]([CH3:36])[C:20]3[CH:25]=[CH:24][N:23]([C:26]4[CH:27]=[CH:28][C:29]([C:30]([O:32][CH3:33])=[O:31])=[CH:34][CH:35]=4)[C:21]=3[N:22]=2)[CH:5]=[CH:6][C:7]=1[O:8][CH3:9]. Given the reactants [Cl:1][C:2]1[CH:3]=[C:4](B(O)O)[CH:5]=[CH:6][C:7]=1[O:8][CH3:9].ClCCl.Cl[C:17]1[N:18]=[C:19]([CH3:36])[C:20]2[CH:25]=[CH:24][N:23]([C:26]3[CH:35]=[CH:34][C:29]([C:30]([O:32][CH3:33])=[O:31])=[CH:28][CH:27]=3)[C:21]=2[N:22]=1.C([O-])([O-])=O.[Cs+].[Cs+], predict the reaction product. (5) Given the reactants Br[CH2:2][C:3]1[CH:8]=[CH:7][C:6]([C:9]2[N:13]=[C:12]([CH3:14])[O:11][N:10]=2)=[CH:5][C:4]=1[N+:15]([O-:17])=[O:16].[C:18]1(=[O:28])[NH:22][C:21](=[O:23])[C:20]2=[CH:24][CH:25]=[CH:26][CH:27]=[C:19]12.[K].O, predict the reaction product. The product is: [CH3:14][C:12]1[O:11][N:10]=[C:9]([C:6]2[CH:7]=[CH:8][C:3]([CH2:2][N:22]3[C:18](=[O:28])[C:19]4[C:20](=[CH:24][CH:25]=[CH:26][CH:27]=4)[C:21]3=[O:23])=[C:4]([N+:15]([O-:17])=[O:16])[CH:5]=2)[N:13]=1.